From a dataset of Forward reaction prediction with 1.9M reactions from USPTO patents (1976-2016). Predict the product of the given reaction. (1) Given the reactants [NH2:1][C:2]1[N:7]=[C:6]([N:8]2[CH2:29][CH2:28][C:11]3([CH2:15][N:14]([C:16]([O:18][C:19]([CH3:22])([CH3:21])[CH3:20])=[O:17])[C@H:13]([C:23]([O:25][CH2:26][CH3:27])=[O:24])[CH2:12]3)[CH2:10][CH2:9]2)[CH:5]=[C:4]([O:30][C@H:31]([C:36]2[CH:41]=[C:40]([CH:42]=[CH:43][CH3:44])[CH:39]=[CH:38][C:37]=2[C:45]2[CH:50]=[CH:49][CH:48]=[C:47]([S:51]([CH3:54])(=[O:53])=[O:52])[CH:46]=2)[C:32]([F:35])([F:34])[F:33])[N:3]=1, predict the reaction product. The product is: [NH2:1][C:2]1[N:7]=[C:6]([N:8]2[CH2:9][CH2:10][C:11]3([CH2:15][N:14]([C:16]([O:18][C:19]([CH3:20])([CH3:21])[CH3:22])=[O:17])[C@H:13]([C:23]([O:25][CH2:26][CH3:27])=[O:24])[CH2:12]3)[CH2:28][CH2:29]2)[CH:5]=[C:4]([O:30][C@H:31]([C:36]2[CH:41]=[C:40]([CH2:42][CH2:43][CH3:44])[CH:39]=[CH:38][C:37]=2[C:45]2[CH:50]=[CH:49][CH:48]=[C:47]([S:51]([CH3:54])(=[O:53])=[O:52])[CH:46]=2)[C:32]([F:35])([F:33])[F:34])[N:3]=1. (2) Given the reactants [O:1]1[C:5]2([CH2:10][CH2:9][CH:8]([CH2:11][CH2:12][N:13]3[CH2:18][CH2:17][N:16]([C:19]4[CH:24]=[CH:23][CH:22]=[C:21]([C:25](OCC)=[O:26])[CH:20]=4)[CH2:15][CH2:14]3)[CH2:7][CH2:6]2)[O:4][CH2:3][CH2:2]1.[H-].[Al+3].[Li+].[H-].[H-].[H-].[OH-].[Na+].S([O-])([O-])(=O)=O.[Mg+2], predict the reaction product. The product is: [O:4]1[C:5]2([CH2:10][CH2:9][CH:8]([CH2:11][CH2:12][N:13]3[CH2:14][CH2:15][N:16]([C:19]4[CH:24]=[CH:23][CH:22]=[C:21]([CH2:25][OH:26])[CH:20]=4)[CH2:17][CH2:18]3)[CH2:7][CH2:6]2)[O:1][CH2:2][CH2:3]1. (3) Given the reactants [N:1]1[C:6]2[CH:7]=[CH:8][CH:9]=[CH:10][C:5]=2[N:4]=[C:3]([N:11]2[CH2:16][CH2:15][CH:14]([C:17]([NH:19][C:20]3[CH:29]=[CH:28][CH:27]=[CH:26][C:21]=3[C:22]([O:24]C)=[O:23])=[O:18])[CH2:13][CH2:12]2)[N:2]=1.C(=O)([O-])[O-].[Na+].[Na+], predict the reaction product. The product is: [N:1]1[C:6]2[CH:7]=[CH:8][CH:9]=[CH:10][C:5]=2[N:4]=[C:3]([N:11]2[CH2:12][CH2:13][CH:14]([C:17]([NH:19][C:20]3[CH:29]=[CH:28][CH:27]=[CH:26][C:21]=3[C:22]([OH:24])=[O:23])=[O:18])[CH2:15][CH2:16]2)[N:2]=1. (4) Given the reactants [CH3:1][O:2][C:3]([O:6][CH3:7])([CH3:5])[CH3:4].[I:8][C:9]1([CH2:12][C@@H](O)CO)[CH2:11][CH2:10]1, predict the reaction product. The product is: [I:8][C:9]1([CH2:12][C@@H:1]2[CH2:7][O:6][C:3]([CH3:5])([CH3:4])[O:2]2)[CH2:11][CH2:10]1. (5) Given the reactants [C:1]([O:5][CH2:6][CH3:7])(=[O:4])[CH2:2][SH:3].C(N(CC)CC)C.Cl[C:16]1[C:21]([C:22]#[N:23])=[C:20]([NH:24][C:25]2[CH:26]=[C:27]3[C:31](=[CH:32][CH:33]=2)[N:30]([CH2:34][C:35]2[CH:40]=[CH:39][CH:38]=[C:37]([F:41])[CH:36]=2)[N:29]=[CH:28]3)[N:19]=[CH:18][N:17]=1, predict the reaction product. The product is: [CH2:6]([O:5][C:1](=[O:4])[CH2:2][S:3][C:16]1[C:21]([C:22]#[N:23])=[C:20]([NH:24][C:25]2[CH:26]=[C:27]3[C:31](=[CH:32][CH:33]=2)[N:30]([CH2:34][C:35]2[CH:40]=[CH:39][CH:38]=[C:37]([F:41])[CH:36]=2)[N:29]=[CH:28]3)[N:19]=[CH:18][N:17]=1)[CH3:7]. (6) The product is: [CH3:39][N:9]1[CH:10]=[C:11]([NH:12][C:13]([C:15]2[N:16]=[C:17]([C:20]3[CH:25]=[CH:24][N:23]=[C:22]([NH:26][CH2:34][C:35]([F:36])([F:37])[F:38])[CH:21]=3)[O:18][CH:19]=2)=[O:14])[C:7]([N:5]2[CH2:6][C@@H:2]([NH:1][CH3:41])[CH2:3][C:4]2=[O:40])=[N:8]1. Given the reactants [NH2:1][C@@H:2]1[CH2:6][N:5]([C:7]2[C:11]([NH:12][C:13]([C:15]3[N:16]=[C:17]([C:20]4[CH:25]=[CH:24][N:23]=[C:22]([N:26]([CH2:34][C:35]([F:38])([F:37])[F:36])C(=O)OC(C)(C)C)[CH:21]=4)[O:18][CH:19]=3)=[O:14])=[CH:10][N:9]([CH3:39])[N:8]=2)[C:4](=[O:40])[CH2:3]1.[CH2:41]=O.[BH4-].[Na+].CO, predict the reaction product.